This data is from Full USPTO retrosynthesis dataset with 1.9M reactions from patents (1976-2016). The task is: Predict the reactants needed to synthesize the given product. (1) Given the product [CH:19]1([C:17]([NH:16][C:14]2[N:15]=[C:10]3[CH:9]=[CH:8][C:7]([O:6][C:5]4[CH:22]=[CH:23][C:2]([NH:1][C:38]([C:35]5([C:33]([NH:32][C:29]6[CH:30]=[CH:31][C:26]([F:25])=[CH:27][CH:28]=6)=[O:34])[CH2:37][CH2:36]5)=[O:39])=[CH:3][C:4]=4[F:24])=[CH:12][N:11]3[CH:13]=2)=[O:18])[CH2:21][CH2:20]1, predict the reactants needed to synthesize it. The reactants are: [NH2:1][C:2]1[CH:23]=[CH:22][C:5]([O:6][C:7]2[CH:8]=[CH:9][C:10]3[N:11]([CH:13]=[C:14]([NH:16][C:17]([CH:19]4[CH2:21][CH2:20]4)=[O:18])[N:15]=3)[CH:12]=2)=[C:4]([F:24])[CH:3]=1.[F:25][C:26]1[CH:31]=[CH:30][C:29]([NH:32][C:33]([C:35]2([C:38](O)=[O:39])[CH2:37][CH2:36]2)=[O:34])=[CH:28][CH:27]=1.CN(C(ON1N=NC2C=CC=NC1=2)=[N+](C)C)C.F[P-](F)(F)(F)(F)F.C(N(CC)C(C)C)(C)C.C(=O)([O-])O.[Na+]. (2) The reactants are: [OH:1][CH:2]1[CH2:6][O:5][CH2:4][CH:3]1[O:7][C:8]1[CH:9]=[C:10]([C:21](O)=[O:22])[CH:11]=[C:12]([C:14]2[CH:19]=[CH:18][C:17]([CH3:20])=[CH:16][CH:15]=2)[CH:13]=1.Cl.Cl.[CH3:26][C:27]1[N:32]=[CH:31][C:30]([C@H:33]([NH2:35])[CH3:34])=[CH:29][CH:28]=1.C(N(CC)C(C)C)(C)C. Given the product [OH:1][CH:2]1[CH2:6][O:5][CH2:4][CH:3]1[O:7][C:8]1[CH:9]=[C:10]([C:21]([NH:35][C@@H:33]([C:30]2[CH:31]=[N:32][C:27]([CH3:26])=[CH:28][CH:29]=2)[CH3:34])=[O:22])[CH:11]=[C:12]([C:14]2[CH:15]=[CH:16][C:17]([CH3:20])=[CH:18][CH:19]=2)[CH:13]=1, predict the reactants needed to synthesize it.